This data is from Forward reaction prediction with 1.9M reactions from USPTO patents (1976-2016). The task is: Predict the product of the given reaction. (1) Given the reactants [H-].[Na+].[C:3]([O:9][CH3:10])(=[O:8])[CH2:4][C:5]([CH3:7])=[O:6].C([Li])CCC.Br[CH2:17][C:18]1[CH:48]=[CH:47][CH:46]=[CH:45][C:19]=1[CH2:20][O:21][CH2:22][CH2:23][CH2:24][NH:25][C:26]([C:39]1[CH:44]=[CH:43][CH:42]=[CH:41][CH:40]=1)([C:33]1[CH:38]=[CH:37][CH:36]=[CH:35][CH:34]=1)[C:27]1[CH:32]=[CH:31][CH:30]=[CH:29][CH:28]=1, predict the reaction product. The product is: [O:6]=[C:5]([CH2:7][CH2:17][C:18]1[CH:48]=[CH:47][CH:46]=[CH:45][C:19]=1[CH2:20][O:21][CH2:22][CH2:23][CH2:24][NH:25][C:26]([C:27]1[CH:28]=[CH:29][CH:30]=[CH:31][CH:32]=1)([C:33]1[CH:34]=[CH:35][CH:36]=[CH:37][CH:38]=1)[C:39]1[CH:40]=[CH:41][CH:42]=[CH:43][CH:44]=1)[CH2:4][C:3]([O:9][CH3:10])=[O:8]. (2) Given the reactants [C:1]([C:5]1[CH:10]=[CH:9][C:8]([N:11]2[CH:19](O)[C:18]3[CH:17]=[CH:16][N:15]=[C:14]([F:21])[C:13]=3[C:12]2=[O:22])=[CH:7][CH:6]=1)([CH3:4])([CH3:3])[CH3:2].C([SiH](CC)CC)C.C(O)(C(F)(F)F)=O, predict the reaction product. The product is: [C:1]([C:5]1[CH:6]=[CH:7][C:8]([N:11]2[CH2:19][C:18]3[CH:17]=[CH:16][N:15]=[C:14]([F:21])[C:13]=3[C:12]2=[O:22])=[CH:9][CH:10]=1)([CH3:4])([CH3:2])[CH3:3]. (3) The product is: [NH2:10][CH2:11][CH2:12][CH2:13][NH:9][C:1](=[O:8])[C:2]1[CH:7]=[CH:6][CH:5]=[CH:4][CH:3]=1. Given the reactants [C:1]([NH2:9])(=[O:8])[C:2]1[CH:7]=[CH:6][CH:5]=[CH:4][CH:3]=1.[NH2:10][CH2:11][CH2:12][CH2:13]N, predict the reaction product. (4) Given the reactants CO[C:3]1[CH:8]=[CH:7][C:6]([N:9]2[CH2:14][CH2:13][N:12]([C:15]3[C:16]([CH3:30])=[C:17]([CH3:29])[C:18]4[O:22][C:21]([CH2:24]C#N)([CH3:23])[CH2:20][C:19]=4[C:27]=3[CH3:28])[CH2:11][CH2:10]2)=[CH:5][CH:4]=1.[OH-:31].[Na+].[CH2:33](O)C.Cl.[C:37]([O:40]CC)(=[O:39])C, predict the reaction product. The product is: [CH3:33][O:31][C:3]1[CH:4]=[CH:5][C:6]([N:9]2[CH2:10][CH2:11][N:12]([C:15]3[C:16]([CH3:30])=[C:17]([CH3:29])[C:18]4[O:22][C:21]([CH2:24][C:37]([OH:40])=[O:39])([CH3:23])[CH2:20][C:19]=4[C:27]=3[CH3:28])[CH2:13][CH2:14]2)=[CH:7][CH:8]=1. (5) Given the reactants [CH3:1][O:2][C:3]1[CH:4]=[C:5]2[C:10](=[CH:11][C:12]=1[O:13][CH3:14])[N:9]=[CH:8][N:7]=[C:6]2[O:15][C:16]1[CH:22]=[CH:21][C:19]([NH2:20])=[CH:18][CH:17]=1.C1(C)C=CC=CC=1.C(N(CC)CC)C.Cl[C:38](Cl)([O:40]C(=O)OC(Cl)(Cl)Cl)Cl.[Cl:49][C:50]1[CH:58]=[CH:57][CH:56]=[CH:55][C:51]=1[CH:52]([OH:54])[CH3:53], predict the reaction product. The product is: [CH3:1][O:2][C:3]1[CH:4]=[C:5]2[C:10](=[CH:11][C:12]=1[O:13][CH3:14])[N:9]=[CH:8][N:7]=[C:6]2[O:15][C:16]1[CH:22]=[CH:21][C:19]([NH:20][C:38](=[O:40])[O:54][CH:52]([C:51]2[CH:55]=[CH:56][CH:57]=[CH:58][C:50]=2[Cl:49])[CH3:53])=[CH:18][CH:17]=1.